Predict the reactants needed to synthesize the given product. From a dataset of Full USPTO retrosynthesis dataset with 1.9M reactions from patents (1976-2016). Given the product [CH:6]([C:5]1[CH:8]=[CH:9][C:2]([O:1][C:18]2[CH:25]=[CH:24][C:21]([C:22]#[N:23])=[CH:20][N:19]=2)=[C:3]([CH3:10])[CH:4]=1)=[O:7], predict the reactants needed to synthesize it. The reactants are: [OH:1][C:2]1[CH:9]=[CH:8][C:5]([CH:6]=[O:7])=[CH:4][C:3]=1[CH3:10].C([O-])([O-])=O.[K+].[K+].Cl[C:18]1[CH:25]=[CH:24][C:21]([C:22]#[N:23])=[CH:20][N:19]=1.O.